From a dataset of Forward reaction prediction with 1.9M reactions from USPTO patents (1976-2016). Predict the product of the given reaction. (1) Given the reactants O[C:2]1[N:7]2[N:8]=[CH:9][CH:10]=[C:6]2[N:5]=[C:4]([C:11]([O:13][CH3:14])=[O:12])[CH:3]=1.CC1C(C)=C(N)C=CC=1.P(Cl)(Cl)([Cl:26])=O, predict the reaction product. The product is: [Cl:26][C:2]1[N:7]2[N:8]=[CH:9][CH:10]=[C:6]2[N:5]=[C:4]([C:11]([O:13][CH3:14])=[O:12])[CH:3]=1. (2) Given the reactants [CH3:1][C:2]1([CH3:18])[CH2:7][O:6][B:5]([C:8]2[CH:13]=[CH:12][C:11]([N+]([O-])=O)=[CH:10][C:9]=2[NH2:17])[O:4][CH2:3]1.BrC1C=CC([F:27])=CC=1N, predict the reaction product. The product is: [CH3:1][C:2]1([CH3:18])[CH2:7][O:6][B:5]([C:8]2[CH:13]=[CH:12][C:11]([F:27])=[CH:10][C:9]=2[NH2:17])[O:4][CH2:3]1. (3) Given the reactants [Cl:1][C:2]1[N:10]=[C:9]2[C:5]([N:6]=[CH:7][N:8]2[CH:11]2[CH2:16][CH2:15][CH2:14][CH2:13][O:12]2)=[C:4]([N:17]2[CH2:22][CH2:21][O:20][CH2:19][CH2:18]2)[N:3]=1.C([Li])CCC.[CH3:28][NH:29][C:30](O[N:29]1[C:28](=O)CC[C:30]1=[O:31])=[O:31].Cl, predict the reaction product. The product is: [CH3:28][NH:29][C:30]([C:7]1[N:8]([CH:11]2[CH2:16][CH2:15][CH2:14][CH2:13][O:12]2)[C:9]2[C:5]([N:6]=1)=[C:4]([N:17]1[CH2:22][CH2:21][O:20][CH2:19][CH2:18]1)[N:3]=[C:2]([Cl:1])[N:10]=2)=[O:31]. (4) Given the reactants [NH2:1][C:2]1[N:6]([C:7]2[CH:12]=[CH:11][C:10]([S:13]([CH3:16])(=[O:15])=[O:14])=[CH:9][CH:8]=2)[N:5]=[CH:4][C:3]=1[C:17]#[N:18].[CH3:19][N+:20]([CH3:24])=[C:21](Cl)[Cl:22].[Cl-], predict the reaction product. The product is: [Cl:22][C:21]([N:20]([CH3:24])[CH3:19])=[N:1][C:2]1[N:6]([C:7]2[CH:8]=[CH:9][C:10]([S:13]([CH3:16])(=[O:15])=[O:14])=[CH:11][CH:12]=2)[N:5]=[CH:4][C:3]=1[C:17]#[N:18]. (5) Given the reactants [CH2:1]([N:3]1[CH:7]=[C:6](B(O)O)[CH:5]=[N:4]1)[CH3:2].[C:11]([N:14]1[C:23]2[C:18](=[CH:19][C:20](Br)=[CH:21][CH:22]=2)[C@H:17]([NH:25][C:26](=[O:35])[O:27][CH2:28][C:29]2[CH:34]=[CH:33][CH:32]=[CH:31][CH:30]=2)[C@@H:16]([CH3:36])[C@@H:15]1[CH:37]1[CH2:39][CH2:38]1)(=[O:13])[CH3:12].P([O-])([O-])([O-])=O.[K+].[K+].[K+].CC(C1C=C(C(C)C)C(C2C=CC=CC=2P(C2CCCCC2)C2CCCCC2)=C(C(C)C)C=1)C, predict the reaction product. The product is: [C:11]([N:14]1[C:23]2[C:18](=[CH:19][C:20]([C:6]3[CH:5]=[N:4][N:3]([CH2:1][CH3:2])[CH:7]=3)=[CH:21][CH:22]=2)[C@H:17]([NH:25][C:26](=[O:35])[O:27][CH2:28][C:29]2[CH:34]=[CH:33][CH:32]=[CH:31][CH:30]=2)[C@@H:16]([CH3:36])[C@@H:15]1[CH:37]1[CH2:38][CH2:39]1)(=[O:13])[CH3:12]. (6) Given the reactants Br[C:2]1[NH:3][C:4]2[C:9]([CH:10]=1)=[CH:8][CH:7]=[CH:6][CH:5]=2.[CH3:11][C:12]1[S:13][C:14]([C:18]2[CH:27]=[CH:26][C:25]3[C:20](=[CH:21][CH:22]=[C:23](B(O)O)[CH:24]=3)[N:19]=2)=[C:15]([CH3:17])[N:16]=1.[C:31]([O-:34])([O-])=[O:32].[K+].[K+].[CH2:37](O)C.[C:40]1(C)[CH:45]=[CH:44][CH:43]=[CH:42][CH:41]=1, predict the reaction product. The product is: [CH3:37][O:34][C:31]([C:6]1[CH:5]=[C:4]2[C:9]([C:10]([CH:40]3[CH2:45][CH2:44][CH2:43][CH2:42][CH2:41]3)=[C:2]([C:23]3[CH:24]=[C:25]4[C:20](=[CH:21][CH:22]=3)[N:19]=[C:18]([C:14]3[S:13][C:12]([CH3:11])=[N:16][C:15]=3[CH3:17])[CH:27]=[CH:26]4)[NH:3]2)=[CH:8][CH:7]=1)=[O:32]. (7) Given the reactants I(O)(=O)(=O)=[O:2].[Cl:6][C:7]1[CH:29]=[CH:28][C:10]([C:11]([N:13]([C:15]2[CH:20]=[CH:19][CH:18]=[CH:17][C:16]=2[O:21][CH2:22][C:23]([CH3:27])([CH3:26])[CH2:24][OH:25])[CH3:14])=[O:12])=[CH:9][C:8]=1[C:30]1[CH:31]=[N:32][C:33]([C:38]([F:41])([F:40])[F:39])=[CH:34][C:35]=1[C:36]#[N:37], predict the reaction product. The product is: [Cl:6][C:7]1[CH:29]=[CH:28][C:10]([C:11]([N:13]([CH3:14])[C:15]2[CH:20]=[CH:19][CH:18]=[CH:17][C:16]=2[O:21][CH2:22][C:23]([CH3:27])([CH3:26])[C:24]([OH:2])=[O:25])=[O:12])=[CH:9][C:8]=1[C:30]1[CH:31]=[N:32][C:33]([C:38]([F:41])([F:39])[F:40])=[CH:34][C:35]=1[C:36]#[N:37]. (8) Given the reactants [NH:1]1[CH2:4][CH:3]([CH2:5][O:6][C:7]2[CH:16]=[C:15]3[C:10]([CH:11]([C:18]4[CH:23]=[CH:22][C:21]([S:24][CH3:25])=[CH:20][CH:19]=4)[CH2:12][N:13]([CH3:17])[CH2:14]3)=[CH:9][CH:8]=2)[CH2:2]1.Br[CH2:27][CH2:28][F:29].C([O-])([O-])=O.[K+].[K+], predict the reaction product. The product is: [F:29][CH2:28][CH2:27][N:1]1[CH2:4][CH:3]([CH2:5][O:6][C:7]2[CH:16]=[C:15]3[C:10]([CH:11]([C:18]4[CH:19]=[CH:20][C:21]([S:24][CH3:25])=[CH:22][CH:23]=4)[CH2:12][N:13]([CH3:17])[CH2:14]3)=[CH:9][CH:8]=2)[CH2:2]1. (9) Given the reactants Br[C:2]1[CH:3]=[CH:4][C:5]([F:18])=[C:6]([C:8]2[CH:13]=[CH:12][CH:11]=[CH:10][C:9]=2[S:14]([CH3:17])(=[O:16])=[O:15])[CH:7]=1.C([O-])(=O)C.[K+].[B:24]1([B:24]2[O:28][C:27]([CH3:30])([CH3:29])[C:26]([CH3:32])([CH3:31])[O:25]2)[O:28][C:27]([CH3:30])([CH3:29])[C:26]([CH3:32])([CH3:31])[O:25]1, predict the reaction product. The product is: [F:18][C:5]1[CH:4]=[CH:3][C:2]([B:24]2[O:28][C:27]([CH3:30])([CH3:29])[C:26]([CH3:32])([CH3:31])[O:25]2)=[CH:7][C:6]=1[C:8]1[CH:13]=[CH:12][CH:11]=[CH:10][C:9]=1[S:14]([CH3:17])(=[O:16])=[O:15]. (10) Given the reactants [CH3:1][O:2][C:3]1[CH:8]=[CH:7][C:6]([N:9]2[CH2:14][CH2:13][NH:12][CH2:11][CH2:10]2)=[CH:5][CH:4]=1.BrC1C=CC(S(O[CH2:26][C@@H:27]2[O:41][C:31]3=[C:32]4[C:37](=[CH:38][CH:39]=[C:30]3[O:29][CH2:28]2)[N:36]=[C:35]([CH3:40])[CH:34]=[CH:33]4)(=O)=O)=CC=1, predict the reaction product. The product is: [CH3:1][O:2][C:3]1[CH:4]=[CH:5][C:6]([N:9]2[CH2:14][CH2:13][N:12]([CH2:26][C@@H:27]3[O:41][C:31]4=[C:32]5[C:37](=[CH:38][CH:39]=[C:30]4[O:29][CH2:28]3)[N:36]=[C:35]([CH3:40])[CH:34]=[CH:33]5)[CH2:11][CH2:10]2)=[CH:7][CH:8]=1.